From a dataset of Forward reaction prediction with 1.9M reactions from USPTO patents (1976-2016). Predict the product of the given reaction. (1) Given the reactants [N+:1]([C:4]1[CH:18]=[CH:17][C:7]([C:8]([NH:10][C:11]2[CH:16]=[CH:15][CH:14]=[CH:13][N:12]=2)=[O:9])=[CH:6][CH:5]=1)([O-])=O.O1CCOCC1, predict the reaction product. The product is: [NH2:1][C:4]1[CH:18]=[CH:17][C:7]([C:8]([NH:10][C:11]2[CH:16]=[CH:15][CH:14]=[CH:13][N:12]=2)=[O:9])=[CH:6][CH:5]=1. (2) Given the reactants [Br:1][C:2]1[CH:3]=[C:4]([O:10][CH3:11])[C:5](I)=[C:6]([F:8])[CH:7]=1.C([Mg]Cl)(C)C.[O:17]1[CH:21]=[CH:20][CH:19]=[C:18]1[CH:22]=[O:23], predict the reaction product. The product is: [Br:1][C:2]1[CH:3]=[C:4]([O:10][CH3:11])[C:5]([CH:22]([C:18]2[O:17][CH:21]=[CH:20][CH:19]=2)[OH:23])=[C:6]([F:8])[CH:7]=1. (3) Given the reactants [CH3:1][C:2]1[CH:7]=[CH:6][C:5](/[CH:8]=[CH:9]/[C:10]([OH:12])=O)=[C:4]([CH2:13][N:14]2[N:18]=[N:17][C:16]([CH3:19])=[N:15]2)[CH:3]=1.[CH3:20][C:21]1[O:22][C:23]([CH2:26][CH:27]2[CH2:32][CH2:31][NH:30][CH2:29][CH2:28]2)=[N:24][N:25]=1, predict the reaction product. The product is: [CH3:20][C:21]1[O:22][C:23]([CH2:26][CH:27]2[CH2:32][CH2:31][N:30]([C:10](=[O:12])/[CH:9]=[CH:8]/[C:5]3[CH:6]=[CH:7][C:2]([CH3:1])=[CH:3][C:4]=3[CH2:13][N:14]3[N:18]=[N:17][C:16]([CH3:19])=[N:15]3)[CH2:29][CH2:28]2)=[N:24][N:25]=1. (4) Given the reactants [C:1]([O:5][C:6](=[O:15])[C:7]1[CH:12]=[C:11]([CH3:13])[N:10]=[C:9](Cl)[CH:8]=1)([CH3:4])([CH3:3])[CH3:2].CN1C(=O)C[CH2:19][CH2:18]1.C([Mg]Br)C, predict the reaction product. The product is: [C:1]([O:5][C:6](=[O:15])[C:7]1[CH:12]=[C:11]([CH3:13])[N:10]=[C:9]([CH2:18][CH3:19])[CH:8]=1)([CH3:4])([CH3:3])[CH3:2]. (5) Given the reactants [CH3:1][C:2]([CH3:30])([CH3:29])[CH2:3][N:4]1[C:12]2[C:7](=[N:8][C:9]([C:13]3[CH2:18][CH2:17][CH:16]([NH:19]C(=O)OC(C)(C)C)[CH2:15][CH:14]=3)=[CH:10][CH:11]=2)[N:6]([CH3:27])[C:5]1=[O:28].C(Cl)Cl.Cl.CCOC(C)=O, predict the reaction product. The product is: [NH2:19][CH:16]1[CH2:17][CH2:18][C:13]([C:9]2[N:8]=[C:7]3[N:6]([CH3:27])[C:5](=[O:28])[N:4]([CH2:3][C:2]([CH3:1])([CH3:30])[CH3:29])[C:12]3=[CH:11][CH:10]=2)=[CH:14][CH2:15]1. (6) Given the reactants [F:1][C:2]1[CH:10]=[C:9]2[C:5]([C:6]([C:20]3[CH:41]=[CH:40][C:23]4[N:24]=[C:25]([CH:27]5[CH2:32][CH2:31][N:30]([C:33]([O:35][C:36]([CH3:39])([CH3:38])[CH3:37])=[O:34])[CH2:29][CH2:28]5)[O:26][C:22]=4[CH:21]=3)=[CH:7][N:8]2S(C2C=CC=CC=2)(=O)=O)=[CH:4][CH:3]=1.[OH-].[Na+], predict the reaction product. The product is: [F:1][C:2]1[CH:10]=[C:9]2[C:5]([C:6]([C:20]3[CH:41]=[CH:40][C:23]4[N:24]=[C:25]([CH:27]5[CH2:28][CH2:29][N:30]([C:33]([O:35][C:36]([CH3:37])([CH3:38])[CH3:39])=[O:34])[CH2:31][CH2:32]5)[O:26][C:22]=4[CH:21]=3)=[CH:7][NH:8]2)=[CH:4][CH:3]=1. (7) Given the reactants [CH3:1][N:2]([CH2:10][CH:11]=O)[C:3](=[O:9])[O:4][C:5]([CH3:8])([CH3:7])[CH3:6].Cl.Cl.[CH2:15]([C:19]1([N:25]([CH3:27])[CH3:26])[CH2:24][CH2:23][NH:22][CH2:21][CH2:20]1)[CH2:16][CH2:17][CH3:18].C(B)#N.[Na].CO.C(Cl)(Cl)Cl, predict the reaction product. The product is: [CH2:15]([C:19]1([N:25]([CH3:27])[CH3:26])[CH2:24][CH2:23][N:22]([CH2:11][CH2:10][N:2]([CH3:1])[C:3](=[O:9])[O:4][C:5]([CH3:8])([CH3:7])[CH3:6])[CH2:21][CH2:20]1)[CH2:16][CH2:17][CH3:18].